From a dataset of Full USPTO retrosynthesis dataset with 1.9M reactions from patents (1976-2016). Predict the reactants needed to synthesize the given product. (1) The reactants are: [C:1]([C:3]1[CH:4]=[C:5]([NH:9][C:10]2[C:19]3[C:14](=[CH:15][CH:16]=[C:17]([NH2:20])[CH:18]=3)[N:13]=[CH:12][N:11]=2)[CH:6]=[CH:7][CH:8]=1)#[CH:2].[N:21]1[CH:26]=[CH:25]C=C[CH:22]=1.Cl[C:28](OC1C=CC=CC=1)=[O:29].COC(OC)CNC. Given the product [C:1]([C:3]1[CH:4]=[C:5]([NH:9][C:10]2[C:19]3[C:14](=[CH:15][CH:16]=[C:17]([N:20]4[CH:25]=[CH:26][N:21]([CH3:22])[C:28]4=[O:29])[CH:18]=3)[N:13]=[CH:12][N:11]=2)[CH:6]=[CH:7][CH:8]=1)#[CH:2], predict the reactants needed to synthesize it. (2) Given the product [C:4]([NH:11][NH:10][C:12]([O:14][C:15]([CH3:18])([CH3:17])[CH3:16])=[O:13])(=[NH:9])[CH3:5], predict the reactants needed to synthesize it. The reactants are: [OH-].[Na+].Cl.[C:4](=[NH:9])(OCC)[CH3:5].[NH:10]([C:12]([O:14][C:15]([CH3:18])([CH3:17])[CH3:16])=[O:13])[NH2:11]. (3) Given the product [ClH:36].[NH:10]1[CH2:11][CH2:12][C@@H:8]([CH2:7][C:4]2[N:3]([C:20]3[CH:21]=[CH:22][C:23]([C:26]4[CH:35]=[C:34]5[C:29]([CH:30]=[CH:31][CH:32]=[N:33]5)=[CH:28][CH:27]=4)=[CH:24][CH:25]=3)[C:2](=[O:1])[NH:6][N:5]=2)[CH2:9]1, predict the reactants needed to synthesize it. The reactants are: [O:1]=[C:2]1[NH:6][N:5]=[C:4]([CH2:7][C@@H:8]2[CH2:12][CH2:11][N:10](C(OC(C)(C)C)=O)[CH2:9]2)[N:3]1[C:20]1[CH:25]=[CH:24][C:23]([C:26]2[CH:35]=[C:34]3[C:29]([CH:30]=[CH:31][CH:32]=[N:33]3)=[CH:28][CH:27]=2)=[CH:22][CH:21]=1.[ClH:36].